From a dataset of Catalyst prediction with 721,799 reactions and 888 catalyst types from USPTO. Predict which catalyst facilitates the given reaction. (1) Reactant: Cl[C:2]1[N:3]=[C:4](C)[N:5]([CH2:8][C:9]2[S:24][C:12]3[N:13]([CH2:20][CH:21]([CH3:23])[CH3:22])[C:14](=[O:19])[N:15]([CH3:18])[C:16](=[O:17])[C:11]=3[C:10]=2[C:25](N2C[C@H](O)CO2)=[O:26])[C:6]=1Cl.ClC1N[C:37]2C=C[CH:41]=[CH:40][C:38]=2N=1.[C:44](=O)([O-])[O-:45].[K+].[K+].CN(C=O)C.[OH2:55]. Product: [O:55]=[C:4]1[N:5]([CH2:8][C:9]2[S:24][C:12]3[N:13]([CH2:20][CH:21]([CH3:23])[CH3:22])[C:14](=[O:19])[N:15]([CH3:18])[C:16](=[O:17])[C:11]=3[C:10]=2[C:25]([O:45][CH3:44])=[O:26])[C:6]2[CH:37]=[CH:38][CH:40]=[CH:41][C:2]=2[NH:3]1. The catalyst class is: 13. (2) Reactant: COC1C=CC(C([NH:24][C:25]2[O:26][CH2:27][C:28]([F:55])([F:54])[C@:29]([C:35]3[N:40]=[C:39]([NH:41][C:42]([C:44]4[C:49]([CH3:50])=[CH:48][C:47]([C:51]#[N:52])=[CH:46][N:45]=4)=[O:43])[CH:38]=[CH:37][C:36]=3[F:53])([CH2:31][CH2:32][O:33][CH3:34])[N:30]=2)(C2C=CC(OC)=CC=2)C2C=CC=CC=2)=CC=1.C(O)(C(F)(F)F)=O.C([SiH](CC)CC)C. Product: [NH2:24][C:25]1[O:26][CH2:27][C:28]([F:54])([F:55])[C@:29]([C:35]2[N:40]=[C:39]([NH:41][C:42]([C:44]3[C:49]([CH3:50])=[CH:48][C:47]([C:51]#[N:52])=[CH:46][N:45]=3)=[O:43])[CH:38]=[CH:37][C:36]=2[F:53])([CH2:31][CH2:32][O:33][CH3:34])[N:30]=1. The catalyst class is: 4.